Dataset: Forward reaction prediction with 1.9M reactions from USPTO patents (1976-2016). Task: Predict the product of the given reaction. (1) The product is: [NH:15]1[C@H:19]([C:20]2[NH:21][CH:22]=[C:23]([C:25]3[CH:26]=[C:27]4[C:32](=[CH:33][CH:34]=3)[CH:31]=[C:30]([C:35]3[CH:40]=[CH:39][C:38]([C:41]5[N:42]=[C:43]([C@H:46]6[NH:50][C@H:49]7[CH2:58][CH2:59][CH2:60][C@H:48]7[CH2:47]6)[NH:44][CH:45]=5)=[CH:37][CH:36]=3)[CH:29]=[CH:28]4)[N:24]=2)[CH2:18][C@@H:17]2[CH2:61][CH2:62][CH2:63][C@H:16]12. Given the reactants Cl.O1CCOCC1.C(OC([N:15]1[C@H:19]([C:20]2[NH:21][CH:22]=[C:23]([C:25]3[CH:26]=[C:27]4[C:32](=[CH:33][CH:34]=3)[CH:31]=[C:30]([C:35]3[CH:40]=[CH:39][C:38]([C:41]5[N:42]=[C:43]([C@H:46]6[N:50](C(OC(C)(C)C)=O)[C@H:49]7[CH2:58][CH2:59][CH2:60][C@H:48]7[CH2:47]6)[NH:44][CH:45]=5)=[CH:37][CH:36]=3)[CH:29]=[CH:28]4)[N:24]=2)[CH2:18][C@@H:17]2[CH2:61][CH2:62][CH2:63][C@H:16]12)=O)(C)(C)C.C(Cl)Cl, predict the reaction product. (2) Given the reactants [C:1]([C:3]1[CH:22]=[CH:21][C:6]([CH2:7][O:8][C:9]2[CH:14]=[CH:13][C:12]([N+:15]([O-])=O)=[C:11]([N+:18]([O-])=O)[CH:10]=2)=[CH:5][CH:4]=1)#[N:2].[O:23]1[CH2:28][CH2:27][N:26]([C:29]2[CH:34]=[CH:33][C:32]([NH:35][C:36]([C:38]3[CH:45]=[CH:44][C:41]([CH:42]=O)=[CH:40][CH:39]=3)=[O:37])=[CH:31][CH:30]=2)[CH2:25][CH2:24]1, predict the reaction product. The product is: [C:1]([C:3]1[CH:22]=[CH:21][C:6]([CH2:7][O:8][C:9]2[CH:14]=[CH:13][C:12]3[N:15]=[C:42]([C:41]4[CH:40]=[CH:39][C:38]([C:36]([NH:35][C:32]5[CH:31]=[CH:30][C:29]([N:26]6[CH2:25][CH2:24][O:23][CH2:28][CH2:27]6)=[CH:34][CH:33]=5)=[O:37])=[CH:45][CH:44]=4)[NH:18][C:11]=3[CH:10]=2)=[CH:5][CH:4]=1)#[N:2]. (3) The product is: [CH:1]1([CH2:4][C:5]2[C:6]([C:11]3[CH:16]=[CH:15][N:14]=[C:13]([NH:17][C:18]4[CH:23]=[CH:22][N:21]=[CH:20][CH:19]=4)[N:12]=3)=[CH:7][N:39]=[C:38]([S:37][CH3:36])[N:40]=2)[CH2:3][CH2:2]1. Given the reactants [CH:1]1([CH2:4][C:5](=O)/[C:6](/[C:11]2[CH:16]=[CH:15][N:14]=[C:13]([NH:17][C:18]3[CH:23]=[CH:22][N:21]=[CH:20][CH:19]=3)[N:12]=2)=[CH:7]\N(C)C)[CH2:3][CH2:2]1.C(=O)([O-])[O-].[K+].[K+].S(O)(O)(=O)=O.[CH3:36][S:37][C:38](=[NH:40])[NH2:39], predict the reaction product. (4) Given the reactants [Cl:1][C:2]1[CH:18]=[CH:17][C:16]([Cl:19])=[CH:15][C:3]=1[O:4][CH2:5][C:6]1[CH:11]=[CH:10][N:9]=[C:8]([C:12]([OH:14])=O)[CH:7]=1.[CH3:20][C:21]1[N:25]=[C:24]([NH2:26])[S:23][N:22]=1, predict the reaction product. The product is: [Cl:1][C:2]1[CH:18]=[CH:17][C:16]([Cl:19])=[CH:15][C:3]=1[O:4][CH2:5][C:6]1[CH:11]=[CH:10][N:9]=[C:8]([C:12]([NH:26][C:24]2[S:23][N:22]=[C:21]([CH3:20])[N:25]=2)=[O:14])[CH:7]=1. (5) Given the reactants [F:1][C:2]1[CH:29]=[CH:28][C:5]([CH2:6][N:7]2[C:11]3=[N:12][CH:13]=[C:14]([S:16]([CH3:19])(=[O:18])=[O:17])[CH:15]=[C:10]3[CH:9]=[C:8]2[C:20]2[C:25]([F:26])=[C:24](Cl)[N:23]=[CH:22][N:21]=2)=[CH:4][CH:3]=1.C(O)C, predict the reaction product. The product is: [F:1][C:2]1[CH:3]=[CH:4][C:5]([CH2:6][N:7]2[C:11]3=[N:12][CH:13]=[C:14]([S:16]([CH3:19])(=[O:17])=[O:18])[CH:15]=[C:10]3[CH:9]=[C:8]2[C:20]2[C:25]([F:26])=[CH:24][N:23]=[CH:22][N:21]=2)=[CH:28][CH:29]=1. (6) Given the reactants Cl.[CH3:2][O:3][NH:4][CH3:5].CCN(C(C)C)C(C)C.[Cl:15][C:16]1[CH:17]=[N:18][C:19]2[C:24]([N:25]=1)=[CH:23][C:22]([C:26](Cl)=[O:27])=[CH:21][CH:20]=2.ClC1C=NC2C(=CC=C(C(Cl)=O)C=2)N=1, predict the reaction product. The product is: [Cl:15][C:16]1[CH:17]=[N:18][C:19]2[C:24]([N:25]=1)=[CH:23][C:22]([C:26]([N:4]([O:3][CH3:2])[CH3:5])=[O:27])=[CH:21][CH:20]=2.